This data is from Full USPTO retrosynthesis dataset with 1.9M reactions from patents (1976-2016). The task is: Predict the reactants needed to synthesize the given product. (1) Given the product [CH3:50][O:51][C:52](=[O:57])[C:17]([O:20][C:21]1[CH:43]=[CH:42][C:24]2[C:25]3[N:29]([CH2:30][CH2:31][O:32][C:23]=2[CH:22]=1)[CH:28]=[C:27]([C:33]1[N:34]([CH:39]([CH3:41])[CH3:40])[N:35]=[C:36]([CH3:38])[N:37]=1)[N:26]=3)([CH3:18])[CH3:14], predict the reactants needed to synthesize it. The reactants are: C(OC(N1CC[CH:14]([CH:17]([O:20][C:21]2[CH:43]=[CH:42][C:24]3[C:25]4[N:29]([CH2:30][CH2:31][O:32][C:23]=3[CH:22]=2)[CH:28]=[C:27]([C:33]2[N:34]([CH:39]([CH3:41])[CH3:40])[N:35]=[C:36]([CH3:38])[N:37]=2)[N:26]=4)[CH2:18]C)CC1)=O)C1C=CC=CC=1.C([O-])([O-])=O.[Cs+].[Cs+].[CH3:50][O:51][C:52](=[O:57])C(Br)(C)C. (2) Given the product [NH:10]1[CH2:11][CH2:12][O:13][C@@H:8]([C:5]2[CH:6]=[CH:7][C:2]([NH2:1])=[CH:3][CH:4]=2)[CH2:9]1, predict the reactants needed to synthesize it. The reactants are: [NH2:1][C:2]1[CH:7]=[CH:6][C:5]([C@@H:8]2[O:13][CH2:12][CH2:11][N:10]([C@@H](C3C=CC=CC=3)C)[CH2:9]2)=[CH:4][CH:3]=1.C([O-])=O.[NH4+].CO.O.